From a dataset of Full USPTO retrosynthesis dataset with 1.9M reactions from patents (1976-2016). Predict the reactants needed to synthesize the given product. (1) Given the product [F:19][C:18]([F:21])([F:20])[C:13]1[CH:14]=[CH:15][CH:16]=[CH:17][C:12]=1[O:10][C:7]1[CH:8]=[CH:9][C:4]([Br:3])=[CH:5][CH:6]=1, predict the reactants needed to synthesize it. The reactants are: [OH-].[K+].[Br:3][C:4]1[CH:9]=[CH:8][C:7]([OH:10])=[CH:6][CH:5]=1.F[C:12]1[CH:17]=[CH:16][CH:15]=[CH:14][C:13]=1[C:18]([F:21])([F:20])[F:19].O. (2) Given the product [CH:21]1[C:22]2[C:23](=[CH:11][CH:2]=[CH:3][CH:4]=2)[CH:14]=[CH:15][C:16]=1[CH:17]1[CH2:8][CH:7]2[N:20]([CH2:25][CH2:26][O:1][C:2]3[CH:3]=[CH:4][CH:5]=[C:6]4[C:11]=3[N:10]=[CH:9][CH:8]=[CH:7]4)[CH:19]([CH2:5][CH2:6]2)[CH2:18]1, predict the reactants needed to synthesize it. The reactants are: [OH:1][C:2]1[CH:3]=[CH:4][CH:5]=[C:6]2[C:11]=1[N:10]=[CH:9][CH:8]=[CH:7]2.CO[C:14]1[CH:15]=[C:16]2[C:21](=[C:22](O)[CH:23]=1)[N:20]=[CH:19][CH:18]=[CH:17]2.[C:25](O)(=O)[C:26](O)=O. (3) Given the product [Cl:21][C:22]1[CH:23]=[C:24]([C:32]2[O:1][N:2]=[C:3]([C:4]3[CH:12]=[CH:11][CH:10]=[C:9]4[C:5]=3[CH:6]=[CH:7][N:8]4[CH2:13][CH2:14][C:15]([OH:17])=[O:16])[N:20]=2)[CH:25]=[N:26][C:27]=1[O:28][CH:29]([CH3:30])[CH3:31], predict the reactants needed to synthesize it. The reactants are: [OH:1][NH:2][C:3](=[NH:20])[C:4]1[CH:12]=[CH:11][CH:10]=[C:9]2[C:5]=1[CH:6]=[CH:7][N:8]2[CH2:13][CH2:14][C:15]([O:17]CC)=[O:16].[Cl:21][C:22]1[CH:23]=[C:24]([C:32](O)=O)[CH:25]=[N:26][C:27]=1[O:28][CH:29]([CH3:31])[CH3:30].C1C=CC2N(O)N=NC=2C=1.CCN=C=NCCCN(C)C. (4) Given the product [Br:12][C:13]1[C:18]2[O:19][CH2:20][C:21](=[O:23])[NH:22][C:17]=2[CH:16]=[C:15]([C:24]2[N:9]([C:6]3[CH:7]=[CH:8][C:3]([F:2])=[CH:4][C:5]=3[CH3:11])[N:10]=[C:26]([C:27]([F:30])([F:29])[F:28])[CH:25]=2)[CH:14]=1, predict the reactants needed to synthesize it. The reactants are: Cl.[F:2][C:3]1[CH:8]=[CH:7][C:6]([NH:9][NH2:10])=[C:5]([CH3:11])[CH:4]=1.[Br:12][C:13]1[C:18]2[O:19][CH2:20][C:21](=[O:23])[NH:22][C:17]=2[CH:16]=[C:15]([C:24](=O)[CH2:25][C:26](=O)[C:27]([F:30])([F:29])[F:28])[CH:14]=1. (5) Given the product [CH3:15][C:12]([C:16]1[CH:17]=[C:18]([C:23]2[CH:28]=[CH:27][CH:26]=[C:25]([CH2:29][CH:30]3[S:34][C:33]([N:1]4[CH2:6][CH2:5][O:4][CH2:3][CH2:2]4)=[N:32][C:31]3=[O:36])[CH:24]=2)[CH:19]=[CH:20][C:21]=1[OH:22])([CH3:11])[CH2:13][CH3:14], predict the reactants needed to synthesize it. The reactants are: [NH:1]1[CH2:6][CH2:5][O:4][CH2:3][CH2:2]1.C(O)(=O)C.[CH3:11][C:12]([C:16]1[CH:17]=[C:18]([C:23]2[CH:28]=[CH:27][CH:26]=[C:25]([CH2:29][CH:30]3[S:34][C:33](=S)[NH:32][C:31]3=[O:36])[CH:24]=2)[CH:19]=[CH:20][C:21]=1[OH:22])([CH3:15])[CH2:13][CH3:14]. (6) The reactants are: C(OC([N:8]1[CH2:20][C@@H:19]([CH3:21])[N:18]2[C:10](=[CH:11][C:12]3[C:17]2=[N:16][C:15]([Cl:22])=[C:14]([O:23][CH2:24][CH3:25])[CH:13]=3)[CH2:9]1)=O)(C)(C)C.ClCCl. Given the product [Cl:22][C:15]1[N:16]=[C:17]2[C:12](=[CH:13][C:14]=1[O:23][CH2:24][CH3:25])[CH:11]=[C:10]1[N:18]2[CH:19]([CH3:21])[CH2:20][NH:8][CH2:9]1, predict the reactants needed to synthesize it. (7) Given the product [CH2:19]([N:1]([C@H:2]1[C@@H:6]2[O:7][C:8]([CH3:10])([CH3:11])[O:9][C@@H:5]2[C@@H:4]([OH:12])[CH2:3]1)[CH2:19][C:20]1[CH:25]=[CH:24][CH:23]=[CH:22][CH:21]=1)[C:20]1[CH:25]=[CH:24][CH:23]=[CH:22][CH:21]=1, predict the reactants needed to synthesize it. The reactants are: [NH2:1][C@H:2]1[C@@H:6]2[O:7][C:8]([CH3:11])([CH3:10])[O:9][C@@H:5]2[C@@H:4]([OH:12])[CH2:3]1.C(=O)([O-])[O-].[Na+].[Na+].[CH2:19](Br)[C:20]1[CH:25]=[CH:24][CH:23]=[CH:22][CH:21]=1.N.